This data is from Full USPTO retrosynthesis dataset with 1.9M reactions from patents (1976-2016). The task is: Predict the reactants needed to synthesize the given product. (1) Given the product [S:1](=[O:33])(=[O:34])([O:3][C:4]1[CH:9]=[CH:8][C:7]([C:10]2[N:11]=[CH:12][N:13]([C:15](=[O:32])[N:16]([CH:18]3[CH2:23][CH2:22][N:21]([C:24]4[CH:29]=[CH:28][C:27]([OH:30])=[CH:26][CH:25]=4)[CH2:20][CH2:19]3)[CH3:17])[CH:14]=2)=[CH:6][CH:5]=1)[NH2:2], predict the reactants needed to synthesize it. The reactants are: [S:1](=[O:34])(=[O:33])([O:3][C:4]1[CH:9]=[CH:8][C:7]([C:10]2[N:11]=[CH:12][N:13]([C:15](=[O:32])[N:16]([CH:18]3[CH2:23][CH2:22][N:21]([C:24]4[CH:29]=[CH:28][C:27]([O:30]C)=[CH:26][CH:25]=4)[CH2:20][CH2:19]3)[CH3:17])[CH:14]=2)=[CH:6][CH:5]=1)[NH2:2].B(Br)(Br)Br. (2) Given the product [C:13]([N:16]1[C:25]2[C:20](=[CH:21][C:22]([C:26]3[O:27][C:10](=[O:11])[NH:29][N:28]=3)=[CH:23][CH:24]=2)[CH:19]([NH:30][C:31]2[CH:32]=[CH:33][C:34]([Cl:37])=[CH:35][CH:36]=2)[CH2:18][CH:17]1[CH3:38])(=[O:15])[CH3:14], predict the reactants needed to synthesize it. The reactants are: C(N(CC)CC)C.C1C[O:11][CH2:10]C1.[C:13]([N:16]1[C:25]2[C:20](=[CH:21][C:22]([C:26]([NH:28][NH2:29])=[O:27])=[CH:23][CH:24]=2)[CH:19]([NH:30][C:31]2[CH:36]=[CH:35][C:34]([Cl:37])=[CH:33][CH:32]=2)[CH2:18][CH:17]1[CH3:38])(=[O:15])[CH3:14].